This data is from Forward reaction prediction with 1.9M reactions from USPTO patents (1976-2016). The task is: Predict the product of the given reaction. Given the reactants [Cl:1][C:2]1[CH:35]=[CH:34][C:5]([CH2:6][CH2:7][NH:8][C:9]([C:11]2[CH:33]=[CH:32][C:14]([O:15][C:16]3[CH:21]=[CH:20][C:19]([CH2:22][C:23]([O:25][C:26]([CH3:29])([CH3:28])[CH3:27])=[O:24])=[CH:18][C:17]=3[C:30]#[N:31])=[CH:13][CH:12]=2)=[O:10])=[CH:4][CH:3]=1.CC1C=CC(S([N:46]=[N+:47]=[N-])(=O)=O)=CC=1.C1CCN2C(=NCCC2)CC1, predict the reaction product. The product is: [Cl:1][C:2]1[CH:3]=[CH:4][C:5]([CH2:6][CH2:7][NH:8][C:9]([C:11]2[CH:12]=[CH:13][C:14]([O:15][C:16]3[CH:21]=[CH:20][C:19]([C:22](=[N+:46]=[N-:47])[C:23]([O:25][C:26]([CH3:29])([CH3:28])[CH3:27])=[O:24])=[CH:18][C:17]=3[C:30]#[N:31])=[CH:32][CH:33]=2)=[O:10])=[CH:34][CH:35]=1.